Dataset: Full USPTO retrosynthesis dataset with 1.9M reactions from patents (1976-2016). Task: Predict the reactants needed to synthesize the given product. (1) The reactants are: [C:1]([O:5][C:6]([N:8]1[CH:12]=[CH:11][CH:10]=[C:9]1[C:13]1[CH:25]=[CH:24][C:16]2[NH:17][C:18](=[O:23])[O:19][C:20]([CH3:22])([CH3:21])[C:15]=2[CH:14]=1)=[O:7])([CH3:4])([CH3:3])[CH3:2].ClS([N:30]=[C:31]=O)(=O)=O.CN(C=O)C.O. Given the product [C:1]([O:5][C:6]([N:8]1[C:12]([C:31]#[N:30])=[CH:11][CH:10]=[C:9]1[C:13]1[CH:25]=[CH:24][C:16]2[NH:17][C:18](=[O:23])[O:19][C:20]([CH3:22])([CH3:21])[C:15]=2[CH:14]=1)=[O:7])([CH3:4])([CH3:2])[CH3:3], predict the reactants needed to synthesize it. (2) Given the product [NH2:18][C:16]1[CH:15]=[CH:14][C:4]([O:5][CH2:6][CH2:7][N:8]2[CH2:12][CH2:11][CH:10]([OH:13])[CH2:9]2)=[C:3]([O:2][CH3:1])[CH:17]=1, predict the reactants needed to synthesize it. The reactants are: [CH3:1][O:2][C:3]1[CH:17]=[C:16]([N+:18]([O-])=O)[CH:15]=[CH:14][C:4]=1[O:5][CH2:6][CH2:7][N:8]1[CH2:12][CH2:11][CH:10]([OH:13])[CH2:9]1. (3) The reactants are: Cl[C:2]1[CH:3]=[CH:4][C:5]2[N:6]([C:8]([C:11]3[CH:16]=[CH:15][CH:14]=[C:13]([O:17][C:18]([F:21])([F:20])[F:19])[CH:12]=3)=[CH:9][N:10]=2)[N:7]=1.[CH2:22]([N:24]1[CH2:29][CH2:28][CH:27]([CH2:30][NH2:31])[CH2:26][CH2:25]1)[CH3:23].CC(C)([O-])C.[Na+].C1C=CC(P(C2C(C3C(P(C4C=CC=CC=4)C4C=CC=CC=4)=CC=C4C=3C=CC=C4)=C3C(C=CC=C3)=CC=2)C2C=CC=CC=2)=CC=1. Given the product [CH2:22]([N:24]1[CH2:29][CH2:28][CH:27]([CH2:30][NH:31][C:2]2[CH:3]=[CH:4][C:5]3[N:6]([C:8]([C:11]4[CH:16]=[CH:15][CH:14]=[C:13]([O:17][C:18]([F:21])([F:20])[F:19])[CH:12]=4)=[CH:9][N:10]=3)[N:7]=2)[CH2:26][CH2:25]1)[CH3:23], predict the reactants needed to synthesize it. (4) Given the product [Cl:16][C:4]1[C:5](=[O:15])[N:6]([CH:9]2[CH2:14][CH2:13][CH2:12][CH2:11][CH2:10]2)[N:7]([CH3:8])[C:3]=1[CH2:2][N:30]1[CH2:29][CH2:28][C:27]2([N:23]([C:17]3[CH:22]=[CH:21][CH:20]=[CH:19][CH:18]=3)[CH2:24][NH:25][C:26]2=[O:33])[CH2:32][CH2:31]1, predict the reactants needed to synthesize it. The reactants are: Br[CH2:2][C:3]1[N:7]([CH3:8])[N:6]([CH:9]2[CH2:14][CH2:13][CH2:12][CH2:11][CH2:10]2)[C:5](=[O:15])[C:4]=1[Cl:16].[C:17]1([N:23]2[C:27]3([CH2:32][CH2:31][NH:30][CH2:29][CH2:28]3)[C:26](=[O:33])[NH:25][CH2:24]2)[CH:22]=[CH:21][CH:20]=[CH:19][CH:18]=1.C(=O)([O-])[O-].[K+].[K+].